The task is: Predict which catalyst facilitates the given reaction.. This data is from Catalyst prediction with 721,799 reactions and 888 catalyst types from USPTO. (1) Reactant: [CH3:1][O:2][CH2:3][C:4]1[CH:9]=[CH:8][C:7]([CH2:10][CH2:11][OH:12])=[CH:6][CH:5]=1.[C:13]([NH:18][C@H:19]([C:28]([O:30][CH3:31])=[O:29])[CH2:20][C:21]1[CH:26]=[CH:25][C:24](O)=[CH:23][CH:22]=1)(=[O:17])[CH:14]([CH3:16])[CH3:15].N(C(N1CCCCC1)=O)=NC(N1CCCCC1)=O.C1(P(C2C=CC=CC=2)C2C=CC=CC=2)C=CC=CC=1. Product: [C:13]([NH:18][C@H:19]([C:28]([O:30][CH3:31])=[O:29])[CH2:20][C:21]1[CH:26]=[CH:25][C:24]([O:12][CH2:11][CH2:10][C:7]2[CH:8]=[CH:9][C:4]([CH2:3][O:2][CH3:1])=[CH:5][CH:6]=2)=[CH:23][CH:22]=1)(=[O:17])[CH:14]([CH3:15])[CH3:16]. The catalyst class is: 4. (2) Reactant: [H-].[Na+].[CH2:3]([OH:5])[CH3:4].Br[C:7]1[CH:8]=[N:9][CH:10]=[C:11]([Br:13])[CH:12]=1. Product: [Br:13][C:11]1[CH:10]=[N:9][CH:8]=[C:7]([O:5][CH2:3][CH3:4])[CH:12]=1. The catalyst class is: 18.